Dataset: Reaction yield outcomes from USPTO patents with 853,638 reactions. Task: Predict the reaction yield, written as a fraction of the theoretical maximum amount of product (1.0 means a 100% yield; for example, 0.34 means a 34% yield). (1) The reactants are [BrH:1].[NH2:2][CH:3]1[CH2:8][CH2:7][O:6][C:4]1=[O:5]. The catalyst is Br.CC(O)=O. The product is [BrH:1].[NH2:2][CH:3]([CH2:8][CH2:7][Br:1])[C:4]([OH:6])=[O:5]. The yield is 0.640. (2) The reactants are Cl[C:2]1[CH:7]=[C:6]([C:8]2[CH:13]=[CH:12][C:11]([CH:14]([CH3:16])[CH3:15])=[CH:10][CH:9]=2)[CH:5]=[CH:4][N:3]=1.[C:17]([C:22]1[CH:23]=[C:24](B(O)O)[CH:25]=[CH:26][CH:27]=1)([O:19][CH2:20][CH3:21])=[O:18].C(=O)([O-])[O-].[Na+].[Na+]. The catalyst is C(#N)C.O.C1C=CC([P]([Pd]([P](C2C=CC=CC=2)(C2C=CC=CC=2)C2C=CC=CC=2)([P](C2C=CC=CC=2)(C2C=CC=CC=2)C2C=CC=CC=2)[P](C2C=CC=CC=2)(C2C=CC=CC=2)C2C=CC=CC=2)(C2C=CC=CC=2)C2C=CC=CC=2)=CC=1. The product is [CH:14]([C:11]1[CH:12]=[CH:13][C:8]([C:6]2[CH:5]=[CH:4][N:3]=[C:2]([C:26]3[CH:27]=[C:22]([CH:23]=[CH:24][CH:25]=3)[C:17]([O:19][CH2:20][CH3:21])=[O:18])[CH:7]=2)=[CH:9][CH:10]=1)([CH3:16])[CH3:15]. The yield is 0.700. (3) The reactants are Br[C:2]1[CH:7]=[CH:6][C:5]2[O:8][CH2:9][O:10][C:4]=2[CH:3]=1.[CH2:11]([NH2:17])[C:12]1[O:16][CH:15]=[CH:14][CH:13]=1. No catalyst specified. The product is [CH2:9]1[O:8][C:5]2[CH:6]=[CH:7][C:2]([NH:17][CH2:11][C:12]3[O:16][CH:15]=[CH:14][CH:13]=3)=[CH:3][C:4]=2[O:10]1. The yield is 0.870. (4) The reactants are [CH:1]([C:4]1[CH:9]=[CH:8][C:7]([CH:10]2[C:14]3[C:15]([CH3:28])=[C:16]([NH:20][C:21](=[O:27])[CH2:22][C:23]([CH3:26])([CH3:25])[CH3:24])[C:17]([CH3:19])=[CH:18][C:13]=3S[CH2:11]2)=[CH:6][CH:5]=1)([CH3:3])[CH3:2].[Br:29]Br.C(=O)([O-])O.[Na+].ClC1C=CC=C(C(OO)=O)C=1.[S:47]([O-:50])(O)=[O:48].[Na+]. The catalyst is ClCCl.[Fe].O. The product is [Br:29][C:18]1[C:13]2[S:47](=[O:50])(=[O:48])[CH2:11][CH:10]([C:7]3[CH:6]=[CH:5][C:4]([CH:1]([CH3:2])[CH3:3])=[CH:9][CH:8]=3)[C:14]=2[C:15]([CH3:28])=[C:16]([NH:20][C:21](=[O:27])[CH2:22][C:23]([CH3:26])([CH3:25])[CH3:24])[C:17]=1[CH3:19]. The yield is 0.550. (5) The reactants are Cl[C:2]([O:4][CH3:5])=[O:3].[F:6][C:7]1[CH:12]=[C:11]([F:13])[CH:10]=[CH:9][C:8]=1[C:14]1[CH:19]=[CH:18]C(O)=[C:16]([C:21]([NH:23][C:24]2[CH:29]=[CH:28][C:27]([C:30]([F:33])([F:32])[F:31])=[CH:26][CH:25]=2)=[O:22])[CH:15]=1.Cl. The catalyst is O1CCCC1.N1C=CC=CC=1. The product is [F:6][C:7]1[CH:12]=[C:11]([F:13])[CH:10]=[CH:9][C:8]=1[C:14]1[CH:19]=[CH:18][C:5]2[O:4][C:2](=[O:3])[N:23]([C:24]3[CH:29]=[CH:28][C:27]([C:30]([F:31])([F:32])[F:33])=[CH:26][CH:25]=3)[C:21](=[O:22])[C:16]=2[CH:15]=1. The yield is 0.110. (6) The reactants are [CH:1]1([C:4]2[O:8][N:7]=[C:6]([S:9][CH3:10])[C:5]=2[C:11]([C:13]2[C:14]([CH3:23])=[N:15][C:16]([C:19]([F:22])([F:21])[F:20])=[CH:17][CH:18]=2)=[O:12])[CH2:3][CH2:2]1.I([O-])(=O)(=O)=[O:25].[Na+]. The catalyst is CC(C)=O.O. The product is [CH:1]1([C:4]2[O:8][N:7]=[C:6]([S:9]([CH3:10])=[O:25])[C:5]=2[C:11]([C:13]2[C:14]([CH3:23])=[N:15][C:16]([C:19]([F:22])([F:20])[F:21])=[CH:17][CH:18]=2)=[O:12])[CH2:3][CH2:2]1. The yield is 0.510. (7) The reactants are [Br:1][C:2]1[CH:13]=[N:12][C:5]2=[N:6][C:7](Cl)=[C:8]([Cl:10])[N:9]=[C:4]2[CH:3]=1.[CH3:14][N:15]1[CH2:19][CH2:18][CH:17]([NH2:20])[CH2:16]1. The catalyst is C(Cl)Cl. The product is [Br:1][C:2]1[CH:13]=[N:12][C:5]2=[N:6][C:7]([NH:20][CH:17]3[CH2:18][CH2:19][N:15]([CH3:14])[CH2:16]3)=[C:8]([Cl:10])[N:9]=[C:4]2[CH:3]=1. The yield is 0.240.